Dataset: Retrosynthesis with 50K atom-mapped reactions and 10 reaction types from USPTO. Task: Predict the reactants needed to synthesize the given product. Given the product CC(=O)Nc1ccc2oc(SCc3ccc(Cl)cc3)nc2c1, predict the reactants needed to synthesize it. The reactants are: CC(=O)Cl.Nc1ccc2oc(SCc3ccc(Cl)cc3)nc2c1.